This data is from Forward reaction prediction with 1.9M reactions from USPTO patents (1976-2016). The task is: Predict the product of the given reaction. (1) Given the reactants Cl[C:2]1[N:7]=[CH:6][C:5]([C@@H:8]2[C@@H:12]([C:13]3[CH:18]=[CH:17][CH:16]=[C:15]([F:19])[CH:14]=3)[O:11][C:10](=[O:20])[NH:9]2)=[CH:4][CH:3]=1.[C:21]([C:23]1[CH:28]=[CH:27][CH:26]=[CH:25][CH:24]=1)#[CH:22].C1(P(C2C=CC=CC=2)C2C=CC=CC=2)C=CC=CC=1.C(N(C(C)C)CC)(C)C.CN(C)C=[O:60], predict the reaction product. The product is: [C:12]([O-:11])(=[O:60])[CH3:13].[NH4+:7].[F:19][C:15]1[CH:14]=[C:13]([C@H:12]2[O:11][C:10](=[O:20])[NH:9][C@@H:8]2[C:5]2[CH:6]=[N:7][C:2]([C:22]#[C:21][C:23]3[CH:28]=[CH:27][CH:26]=[CH:25][CH:24]=3)=[CH:3][CH:4]=2)[CH:18]=[CH:17][CH:16]=1. (2) The product is: [C:23]([NH:1][C:2]1[N:7]=[C:6]([C:8]([NH:10][CH2:11][C:12]2[CH:17]=[CH:16][CH:15]=[C:14]([O:18][C:19]([F:22])([F:20])[F:21])[CH:13]=2)=[O:9])[CH:5]=[CH:4][N:3]=1)(=[O:25])[CH3:24]. Given the reactants [NH2:1][C:2]1[N:7]=[C:6]([C:8]([NH:10][CH2:11][C:12]2[CH:17]=[CH:16][CH:15]=[C:14]([O:18][C:19]([F:22])([F:21])[F:20])[CH:13]=2)=[O:9])[CH:5]=[CH:4][N:3]=1.[C:23](Cl)(=[O:25])[CH3:24], predict the reaction product. (3) Given the reactants Br[C:2]1[CH:31]=[CH:30][CH:29]=[C:28]([C:32]([F:35])([F:34])[F:33])[C:3]=1[CH2:4][N:5]1[C:13]2[C:8](=[C:9]([F:14])[CH:10]=[CH:11][CH:12]=2)[C:7]([C:15]2[C:24]([F:25])=[CH:23][C:18]([C:19]([O:21][CH3:22])=O)=[C:17]([O:26][CH3:27])[CH:16]=2)=[N:6]1.[CH:36](B(O)O)=[CH2:37].[O-]P([O-])([O-])=O.[K+].[K+].[K+].[OH2:49], predict the reaction product. The product is: [F:25][C:24]1[C:15]([C:7]2[C:8]3[C:13](=[CH:12][CH:11]=[CH:10][C:9]=3[F:14])[N:5]([CH2:4][C:3]3[C:2]([CH:36]=[CH2:37])=[CH:31][CH:30]=[CH:29][C:28]=3[C:32]([F:35])([F:33])[F:34])[N:6]=2)=[CH:16][C:17]([O:26][CH3:27])=[C:18]([CH:23]=1)[C:19]([O:21][CH3:22])=[O:49]. (4) Given the reactants [H-].[H-].[H-].[H-].[Li+].[Al+3].[C:7]([NH:15][C:16]1([CH2:20][C:21]([NH2:23])=O)[CH2:19][CH2:18][CH2:17]1)(=O)[C:8]1[CH:13]=[CH:12][CH:11]=[CH:10][CH:9]=1.O, predict the reaction product. The product is: [CH2:7]([NH:15][C:16]1([CH2:20][CH2:21][NH2:23])[CH2:19][CH2:18][CH2:17]1)[C:8]1[CH:13]=[CH:12][CH:11]=[CH:10][CH:9]=1. (5) Given the reactants C(N(CC)C(C)C)(C)C.[F:10][C:11]1[CH:19]=[C:18]2[C:14]([C:15]([C:21]3[N:22]=[C:23]4[C:29]([C:30]([OH:32])=O)=[CH:28][N:27]([CH2:33][O:34][CH2:35][CH2:36][Si:37]([CH3:40])([CH3:39])[CH3:38])[C:24]4=[N:25][CH:26]=3)=[N:16][N:17]2[CH3:20])=[CH:13][CH:12]=1.CN(C(ON1N=NC2C=CC=NC1=2)=[N+](C)C)C.F[P-](F)(F)(F)(F)F.FC(F)(F)C(O)=O.[NH2:72][C@@H:73]([C:75]1[O:76][CH:77]=[C:78]([CH2:80][OH:81])[N:79]=1)[CH3:74], predict the reaction product. The product is: [OH:81][CH2:80][C:78]1[N:79]=[C:75]([C@H:73]([NH:72][C:30]([C:29]2[C:23]3[C:24](=[N:25][CH:26]=[C:21]([C:15]4[C:14]5[C:18](=[CH:19][C:11]([F:10])=[CH:12][CH:13]=5)[N:17]([CH3:20])[N:16]=4)[N:22]=3)[N:27]([CH2:33][O:34][CH2:35][CH2:36][Si:37]([CH3:39])([CH3:38])[CH3:40])[CH:28]=2)=[O:32])[CH3:74])[O:76][CH:77]=1. (6) Given the reactants [F:1][C:2]1[CH:3]=[CH:4][C:5]([C:8]2[C:12]([CH2:13][OH:14])=[C:11]([CH3:15])[O:10][N:9]=2)=[N:6][CH:7]=1.C(=O)([O-])O.[Na+], predict the reaction product. The product is: [F:1][C:2]1[CH:3]=[CH:4][C:5]([C:8]2[C:12]([CH:13]=[O:14])=[C:11]([CH3:15])[O:10][N:9]=2)=[N:6][CH:7]=1. (7) The product is: [F:22][C:23]1[CH:28]=[CH:27][C:26]([CH2:29][C:30]([NH:1][N:2]2[N:11]=[C:10]([S:12]([C:15]3[CH:16]=[CH:17][CH:18]=[CH:19][CH:20]=3)(=[O:14])=[O:13])[C:9]3[C:4](=[CH:5][CH:6]=[CH:7][CH:8]=3)[C:3]2=[O:21])=[O:31])=[CH:25][CH:24]=1. Given the reactants [NH2:1][N:2]1[N:11]=[C:10]([S:12]([C:15]2[CH:20]=[CH:19][CH:18]=[CH:17][CH:16]=2)(=[O:14])=[O:13])[C:9]2[C:4](=[CH:5][CH:6]=[CH:7][CH:8]=2)[C:3]1=[O:21].[F:22][C:23]1[CH:28]=[CH:27][C:26]([CH2:29][C:30](O)=[O:31])=[CH:25][CH:24]=1, predict the reaction product.